Predict the product of the given reaction. From a dataset of Forward reaction prediction with 1.9M reactions from USPTO patents (1976-2016). (1) Given the reactants C([O:3][C:4](=[O:24])[CH2:5][C:6]([NH:8][C:9]1[CH:14]=[CH:13][C:12]([NH:15][S:16]([CH3:19])(=[O:18])=[O:17])=[CH:11][C:10]=1[S:20](=[O:23])(=[O:22])[NH2:21])=O)C.Cl, predict the reaction product. The product is: [CH3:19][S:16]([NH:15][C:12]1[CH:13]=[CH:14][C:9]2[NH:8][C:6]([CH2:5][C:4]([OH:3])=[O:24])=[N:21][S:20](=[O:23])(=[O:22])[C:10]=2[CH:11]=1)(=[O:18])=[O:17]. (2) Given the reactants [F:1][C:2]1[CH:7]=[CH:6][C:5]([CH:8]([N:33]2[CH2:38][CH2:37][N:36]([CH:39]([CH3:41])[CH3:40])[CH2:35][CH2:34]2)[CH2:9][N:10]2[CH2:15][CH2:14][N:13]([CH2:16][CH2:17][CH2:18][C:19]3[CH:24]=[CH:23][CH:22]=[CH:21][C:20]=3[C:25]3[CH:30]=[CH:29][C:28]([C:31]#[N:32])=[CH:27][CH:26]=3)[CH2:12][CH2:11]2)=[CH:4][CH:3]=1.[OH-].[K+].C(=O)(O)[O-:45].[Na+], predict the reaction product. The product is: [F:1][C:2]1[CH:7]=[CH:6][C:5]([CH:8]([N:33]2[CH2:38][CH2:37][N:36]([CH:39]([CH3:41])[CH3:40])[CH2:35][CH2:34]2)[CH2:9][N:10]2[CH2:15][CH2:14][N:13]([CH2:16][CH2:17][CH2:18][C:19]3[CH:24]=[CH:23][CH:22]=[CH:21][C:20]=3[C:25]3[CH:30]=[CH:29][C:28]([C:31](=[O:45])[NH2:32])=[CH:27][CH:26]=3)[CH2:12][CH2:11]2)=[CH:4][CH:3]=1.